Predict which catalyst facilitates the given reaction. From a dataset of Catalyst prediction with 721,799 reactions and 888 catalyst types from USPTO. (1) Reactant: C[O:2][C:3]1[CH:4]=[CH:5][C:6]2[CH2:12][CH2:11][N:10]([C:13]([O:15][C:16]([CH3:19])([CH3:18])[CH3:17])=[O:14])[CH2:9][CH2:8][C:7]=2[N:20]=1.C(N(C(C)C)CC)(C)C.[S:30](O[S:30]([C:33]([F:36])([F:35])[F:34])(=[O:32])=[O:31])([C:33]([F:36])([F:35])[F:34])(=[O:32])=[O:31]. Product: [F:34][C:33]([F:36])([F:35])[S:30]([O:2][C:3]1[CH:4]=[CH:5][C:6]2[CH2:12][CH2:11][N:10]([C:13]([O:15][C:16]([CH3:19])([CH3:18])[CH3:17])=[O:14])[CH2:9][CH2:8][C:7]=2[N:20]=1)(=[O:32])=[O:31]. The catalyst class is: 4. (2) Reactant: O[CH2:2][C:3]1[N:7]([C:8]2[CH:9]=[C:10]([C:14]3[CH2:20][C:19](=[O:21])[NH:18][C:17]4[CH:22]=[C:23]([C:31]([F:34])([F:33])[F:32])[C:24]([N:26]([CH:28]([CH3:30])[CH3:29])[CH3:27])=[CH:25][C:16]=4[N:15]=3)[CH:11]=[CH:12][CH:13]=2)[N:6]=[N:5][CH:4]=1.S(Cl)(Cl)=O.[Cl-].[CH:40]([NH2:43])([CH3:42])[CH3:41]. Product: [CH:40]([NH:43][CH2:2][C:3]1[N:7]([C:8]2[CH:9]=[C:10]([C:14]3[CH2:20][C:19](=[O:21])[NH:18][C:17]4[CH:22]=[C:23]([C:31]([F:34])([F:33])[F:32])[C:24]([N:26]([CH:28]([CH3:30])[CH3:29])[CH3:27])=[CH:25][C:16]=4[N:15]=3)[CH:11]=[CH:12][CH:13]=2)[N:6]=[N:5][CH:4]=1)([CH3:42])[CH3:41]. The catalyst class is: 139.